Dataset: Reaction yield outcomes from USPTO patents with 853,638 reactions. Task: Predict the reaction yield, written as a fraction of the theoretical maximum amount of product (1.0 means a 100% yield; for example, 0.34 means a 34% yield). The reactants are O1CCCC1.[Si:6]([O:13][CH2:14][C:15]1[CH:20]=[CH:19][N:18]=[C:17]([F:21])[CH:16]=1)([C:9]([CH3:12])([CH3:11])[CH3:10])([CH3:8])[CH3:7].C([N-]C(C)C)(C)C.[Li+].[Cl:30]C(Cl)(Cl)C(Cl)(Cl)Cl. The catalyst is C(OCC)(=O)C. The product is [Si:6]([O:13][CH2:14][C:15]1[CH:20]=[CH:19][N:18]=[C:17]([F:21])[C:16]=1[Cl:30])([C:9]([CH3:12])([CH3:11])[CH3:10])([CH3:8])[CH3:7]. The yield is 0.300.